The task is: Predict which catalyst facilitates the given reaction.. This data is from Catalyst prediction with 721,799 reactions and 888 catalyst types from USPTO. Product: [C:14]([O:18][C:19](=[O:49])[NH:20][C@@H:21]([CH2:22][N:23]1[CH2:28][C:27](=[O:29])[N:26]([C:30]2[CH:35]=[C:34]([F:36])[CH:33]=[CH:32][C:31]=2[CH3:37])[CH2:25][C:24]1([CH3:38])[CH3:39])[C@@H:40]([OH:41])[CH2:44][C@H:43]([C:42](=[O:48])[NH:4][CH2:3][C:2]([CH3:6])([CH3:5])[CH3:1])[CH:45]([CH3:47])[CH3:46])([CH3:15])([CH3:16])[CH3:17]. Reactant: [CH3:1][C:2]([CH3:6])([CH3:5])[CH2:3][NH2:4].OC1C=CC=CN=1.[C:14]([O:18][C:19](=[O:49])[NH:20][C@H:21]([C@@H:40]1[CH2:44][C@@H:43]([CH:45]([CH3:47])[CH3:46])[C:42](=[O:48])[O:41]1)[CH2:22][N:23]1[CH2:28][C:27](=[O:29])[N:26]([C:30]2[CH:35]=[C:34]([F:36])[CH:33]=[CH:32][C:31]=2[CH3:37])[CH2:25][C:24]1([CH3:39])[CH3:38])([CH3:17])([CH3:16])[CH3:15]. The catalyst class is: 6.